Dataset: Full USPTO retrosynthesis dataset with 1.9M reactions from patents (1976-2016). Task: Predict the reactants needed to synthesize the given product. (1) Given the product [NH2:42][CH:40]1[CH2:41][N:38]([C:2]2[C:7]([C:8]3[CH:9]=[N:10][CH:11]=[C:12]([F:14])[CH:13]=3)=[CH:6][C:5]([C:15]([NH:17][C:18]3[CH:23]=[CH:22][C:21]([O:24][C:25]([F:27])([F:26])[F:28])=[CH:20][CH:19]=3)=[O:16])=[CH:4][N:3]=2)[CH2:39]1, predict the reactants needed to synthesize it. The reactants are: Cl[C:2]1[C:7]([C:8]2[CH:9]=[N:10][CH:11]=[C:12]([F:14])[CH:13]=2)=[CH:6][C:5]([C:15]([NH:17][C:18]2[CH:23]=[CH:22][C:21]([O:24][C:25]([F:28])([F:27])[F:26])=[CH:20][CH:19]=2)=[O:16])=[CH:4][N:3]=1.CCN(C(C)C)C(C)C.[NH:38]1[CH2:41][CH:40]([NH:42]C(=O)OC(C)(C)C)[CH2:39]1.C(O)(=O)CC(CC(O)=O)(C(O)=O)O.C(O)(C(F)(F)F)=O.C([O-])([O-])=O.[Na+].[Na+]. (2) Given the product [C:25]([CH:28]([C:38](=[O:40])[CH3:39])[CH:29]([C:30]1[CH:37]=[CH:36][C:33]([C:34]#[N:35])=[CH:32][CH:31]=1)[CH:3]([C:2]([NH:14][C:15]1[CH:20]=[CH:19][CH:18]=[C:17]([C:21]([F:22])([F:23])[F:24])[CH:16]=1)=[O:1])[C:4]([O:6][CH2:7][C:8]1[CH:9]=[CH:10][CH:11]=[CH:12][CH:13]=1)=[O:5])(=[O:27])[CH3:26], predict the reactants needed to synthesize it. The reactants are: [O:1]=[C:2]([NH:14][C:15]1[CH:20]=[CH:19][CH:18]=[C:17]([C:21]([F:24])([F:23])[F:22])[CH:16]=1)[CH2:3][C:4]([O:6][CH2:7][C:8]1[CH:13]=[CH:12][CH:11]=[CH:10][CH:9]=1)=[O:5].[C:25]([C:28]([C:38](=[O:40])[CH3:39])=[CH:29][C:30]1[CH:37]=[CH:36][C:33]([C:34]#[N:35])=[CH:32][CH:31]=1)(=[O:27])[CH3:26].[F-].C([N+](CCCC)(CCCC)CCCC)CCC. (3) The reactants are: [Br:1][C:2]1[N:7]2[N:8]=[C:9]([CH2:16][CH3:17])[C:10]([NH:11][CH2:12][CH:13]3[CH2:15][CH2:14]3)=[C:6]2[CH:5]=[CH:4][CH:3]=1.[O:18]1[CH2:23][CH2:22][CH:21]([CH:24]=O)[CH2:20][CH2:19]1.C(O[BH-](OC(=O)C)OC(=O)C)(=O)C.[Na+].C(=O)(O)[O-].[Na+]. Given the product [Br:1][C:2]1[N:7]2[N:8]=[C:9]([CH2:16][CH3:17])[C:10]([N:11]([CH2:12][CH:13]3[CH2:14][CH2:15]3)[CH2:24][CH:21]3[CH2:22][CH2:23][O:18][CH2:19][CH2:20]3)=[C:6]2[CH:5]=[CH:4][CH:3]=1, predict the reactants needed to synthesize it. (4) Given the product [CH2:1]([O:3][C:4]1[CH:5]=[C:6]([CH:10]=[CH:11][C:12]=1[N+:13]([O-:15])=[O:14])[C:7]([NH:30][NH2:31])=[O:8])[CH3:2], predict the reactants needed to synthesize it. The reactants are: [CH2:1]([O:3][C:4]1[CH:5]=[C:6]([CH:10]=[CH:11][C:12]=1[N+:13]([O-:15])=[O:14])[C:7](O)=[O:8])[CH3:2].C(N(CC)CC)C.ClC(OCC)=O.O.[NH2:30][NH2:31]. (5) The reactants are: [Br:1][C:2]1[C:3](=[O:24])[N:4]([CH2:16][C:17]2[CH:22]=[CH:21][CH:20]=[C:19]([F:23])[CH:18]=2)[CH:5]=[CH:6][C:7]=1[C:8]#[C:9][C:10]1[CH:15]=[CH:14][CH:13]=[CH:12][CH:11]=1.CCO.[H][H]. Given the product [Br:1][C:2]1[C:3](=[O:24])[N:4]([CH2:16][C:17]2[CH:22]=[CH:21][CH:20]=[C:19]([F:23])[CH:18]=2)[CH:5]=[CH:6][C:7]=1[CH2:8][CH2:9][C:10]1[CH:15]=[CH:14][CH:13]=[CH:12][CH:11]=1, predict the reactants needed to synthesize it. (6) The reactants are: [OH:1][CH2:2][C:3]1[C:4]([CH3:20])=[C:5]([O:10][CH2:11][C:12]2[CH:19]=[CH:18][C:15]([C:16]#[N:17])=[CH:14][CH:13]=2)[C:6]([CH3:9])=[N:7][CH:8]=1.[C:21]([C:23]1[CH:28]=[CH:27][C:26](O)=[CH:25][CH:24]=1)#[N:22]. Given the product [CH3:20][C:4]1[C:5]([O:10][CH2:11][C:12]2[CH:19]=[CH:18][C:15]([C:16]#[N:17])=[CH:14][CH:13]=2)=[C:6]([CH3:9])[N:7]=[CH:8][C:3]=1[CH2:2][O:1][C:26]1[CH:27]=[CH:28][C:23]([C:21]#[N:22])=[CH:24][CH:25]=1, predict the reactants needed to synthesize it.